Dataset: TCR-epitope binding with 47,182 pairs between 192 epitopes and 23,139 TCRs. Task: Binary Classification. Given a T-cell receptor sequence (or CDR3 region) and an epitope sequence, predict whether binding occurs between them. (1) The epitope is HPKVSSEVHI. The TCR CDR3 sequence is CASSLGAGGAYEQYF. Result: 0 (the TCR does not bind to the epitope). (2) Result: 1 (the TCR binds to the epitope). The TCR CDR3 sequence is CASSLEGQASSYEQYF. The epitope is GLCTLVAML. (3) The epitope is KRWIIMGLNK. The TCR CDR3 sequence is CASSQDISDTDTQYF. Result: 0 (the TCR does not bind to the epitope). (4) The epitope is GLIYNRMGAVTTEV. The TCR CDR3 sequence is CASSQDGTSGFEQFF. Result: 1 (the TCR binds to the epitope).